The task is: Predict the reaction yield, written as a fraction of the theoretical maximum amount of product (1.0 means a 100% yield; for example, 0.34 means a 34% yield).. This data is from Reaction yield outcomes from USPTO patents with 853,638 reactions. (1) The reactants are [NH2:1][C:2]1[CH:7]=[CH:6][C:5]([C:8]2[C:16]3[C:15]([NH2:17])=[N:14][CH:13]=[N:12][C:11]=3[S:10][C:9]=2[CH3:18])=[CH:4][CH:3]=1.N1C=CC=CC=1.[C:25](Cl)(=[O:32])[C:26]1[CH:31]=[CH:30][CH:29]=[CH:28][CH:27]=1. The catalyst is ClCCl.O. The product is [NH2:17][C:15]1[C:16]2[C:8]([C:5]3[CH:4]=[CH:3][C:2]([NH:1][C:25](=[O:32])[C:26]4[CH:31]=[CH:30][CH:29]=[CH:28][CH:27]=4)=[CH:7][CH:6]=3)=[C:9]([CH3:18])[S:10][C:11]=2[N:12]=[CH:13][N:14]=1. The yield is 0.350. (2) The reactants are [H-].[Na+].[BH4-].[Na+].O.[NH2:6][C:7]1[N:12]=[C:11]([SH:13])[N:10]=[C:9]([OH:14])[CH:8]=1.Cl[C@@H:16]([C:18]1[CH:23]=[CH:22][CH:21]=[CH:20][C:19]=1[F:24])[CH3:17]. The catalyst is CN(C=O)C. The product is [NH2:6][C:7]1[N:12]=[C:11]([S:13][C@H:16]([C:18]2[CH:23]=[CH:22][CH:21]=[CH:20][C:19]=2[F:24])[CH3:17])[N:10]=[C:9]([OH:14])[CH:8]=1. The yield is 0.750. (3) The reactants are [F:1][C:2]1[CH:3]=[CH:4][C:5]([NH:8][C:9](=[O:14])[C:10]([CH3:13])([CH3:12])[CH3:11])=[N:6][CH:7]=1.C([Li])(C)(C)C.C(C1C=CC(S([N:41]=[N+:42]=[N-:43])(=O)=O)=CC=1)CCCCCCCCCCC.[NH4+].[Cl-]. The catalyst is O1CCCC1. The product is [N:41]([C:4]1[C:5]([NH:8][C:9](=[O:14])[C:10]([CH3:11])([CH3:13])[CH3:12])=[N:6][CH:7]=[C:2]([F:1])[CH:3]=1)=[N+:42]=[N-:43]. The yield is 0.420.